Dataset: Catalyst prediction with 721,799 reactions and 888 catalyst types from USPTO. Task: Predict which catalyst facilitates the given reaction. (1) The catalyst class is: 4. Product: [CH3:15][S:16]([O:7][CH:2]([CH2:3][CH2:4][CH:5]=[CH2:6])[CH3:1])(=[O:18])=[O:17]. Reactant: [CH3:1][CH:2]([OH:7])[CH2:3][CH2:4][CH:5]=[CH2:6].C(N(CC)CC)C.[CH3:15][S:16](Cl)(=[O:18])=[O:17]. (2) Reactant: Cl.[NH2:2][CH2:3][C:4]1[CH:12]=[CH:11][CH:10]=[C:9]2[C:5]=1[C:6](=[O:22])[N:7]([CH:14]1[CH2:19][CH2:18][C:17](=[O:20])[NH:16][C:15]1=[O:21])[C:8]2=[O:13].N12CCCN=C1CCCCC2.[F:34][CH:35]([F:46])[O:36][C:37]1[CH:45]=[CH:44][C:40]([C:41](O)=[O:42])=[CH:39][CH:38]=1.Cl.CN(C)CCCN=C=NCC. Product: [F:34][CH:35]([F:46])[O:36][C:37]1[CH:38]=[CH:39][C:40]([C:41]([NH:2][CH2:3][C:4]2[CH:12]=[CH:11][CH:10]=[C:9]3[C:5]=2[C:6](=[O:22])[N:7]([CH:14]2[CH2:19][CH2:18][C:17](=[O:20])[NH:16][C:15]2=[O:21])[C:8]3=[O:13])=[O:42])=[CH:44][CH:45]=1. The catalyst class is: 23. (3) Reactant: Cl[C:2]1[N:7]=[C:6]([C:8]([N:10]2[CH2:15][CH2:14][CH:13]([N:16]3[CH2:20][CH2:19][CH2:18][CH2:17]3)[CH2:12][CH2:11]2)=[O:9])[C:5]([CH3:21])=[CH:4][C:3]=1[C:22]1[CH:27]=[CH:26][CH:25]=[C:24]([C:28]([F:31])([F:30])[F:29])[CH:23]=1.[CH2:32]([O:39][CH2:40][CH2:41][NH2:42])[C:33]1[CH:38]=[CH:37][CH:36]=[CH:35][CH:34]=1.C1(P(C2C=CC=CC=2)C2C=CC3C(=CC=CC=3)C=2C2C3C(=CC=CC=3)C=CC=2P(C2C=CC=CC=2)C2C=CC=CC=2)C=CC=CC=1.C(=O)([O-])[O-].[Cs+].[Cs+]. Product: [CH2:32]([O:39][CH2:40][CH2:41][NH:42][C:2]1[N:7]=[C:6]([C:8]([N:10]2[CH2:15][CH2:14][CH:13]([N:16]3[CH2:20][CH2:19][CH2:18][CH2:17]3)[CH2:12][CH2:11]2)=[O:9])[C:5]([CH3:21])=[CH:4][C:3]=1[C:22]1[CH:27]=[CH:26][CH:25]=[C:24]([C:28]([F:31])([F:30])[F:29])[CH:23]=1)[C:33]1[CH:38]=[CH:37][CH:36]=[CH:35][CH:34]=1. The catalyst class is: 164. (4) Reactant: [C:1]([CH2:4][N:5]([CH:18]([CH3:20])[CH3:19])[C:6]([C:8]1[N:9]=[C:10]([N:13]2[CH2:16][CH:15]([OH:17])[CH2:14]2)[S:11][CH:12]=1)=[O:7])(=[O:3])[NH2:2].[CH3:21][S:22](Cl)(=[O:24])=[O:23].C(N(CC)CC)C. Product: [C:1]([CH2:4][N:5]([CH:18]([CH3:20])[CH3:19])[C:6]([C:8]1[N:9]=[C:10]([N:13]2[CH2:14][CH:15]([O:17][S:22]([CH3:21])(=[O:24])=[O:23])[CH2:16]2)[S:11][CH:12]=1)=[O:7])(=[O:3])[NH2:2].[C:1]([CH2:4][N:5]([CH:18]([CH3:20])[CH3:19])[C:6]([C:8]1[N:9]=[C:10]([N:13]2[CH2:16][CH:15]([O:17][S:22]([CH3:21])(=[O:24])=[O:23])[CH2:14]2)[S:11][CH:12]=1)=[O:7])#[N:2]. The catalyst class is: 2. (5) Reactant: [C:1]([C:3]1[S:4][C:5]2[C:11]([C:12]#[N:13])=[C:10](/[N:14]=[CH:15]/[N:16](C)C)[CH:9]=[CH:8][C:6]=2[N:7]=1)#[N:2].[Cl:19][C:20]1[CH:21]=[C:22]([CH:24]=[CH:25][C:26]=1[Cl:27])N.[K+].[Br-]. Product: [Cl:19][C:20]1[CH:21]=[C:22]([NH:13][C:12]2[C:11]3[C:10](=[CH:9][CH:8]=[C:6]4[N:7]=[C:3]([C:1]#[N:2])[S:4][C:5]4=3)[N:14]=[CH:15][N:16]=2)[CH:24]=[CH:25][C:26]=1[Cl:27]. The catalyst class is: 91. (6) Reactant: [CH3:1][O:2][C:3]([N:5]1[CH2:10][CH2:9][CH:8]([C:11]2[C:12]3[CH:23]=[CH:22][C:21]([C:24]([F:27])([F:26])[F:25])=[CH:20][C:13]=3[S:14][C:15]=2[C:16]([O:18]C)=[O:17])[CH2:7][CH2:6]1)=[O:4].[OH-].[Na+]. Product: [CH3:1][O:2][C:3]([N:5]1[CH2:6][CH2:7][CH:8]([C:11]2[C:12]3[CH:23]=[CH:22][C:21]([C:24]([F:27])([F:25])[F:26])=[CH:20][C:13]=3[S:14][C:15]=2[C:16]([OH:18])=[O:17])[CH2:9][CH2:10]1)=[O:4]. The catalyst class is: 20. (7) Reactant: C1(O[C:8](=[O:26])[NH:9][C:10]2[CH:15]=[CH:14][C:13]([B:16]3[O:20][C:19]([CH3:22])([CH3:21])[C:18]([CH3:24])([CH3:23])[O:17]3)=[C:12]([F:25])[CH:11]=2)C=CC=CC=1.C(N(CC)CC)C.[CH2:34]([CH2:36][NH2:37])[OH:35]. Product: [F:25][C:12]1[CH:11]=[C:10]([NH:9][C:8]([NH:37][CH2:36][CH2:34][OH:35])=[O:26])[CH:15]=[CH:14][C:13]=1[B:16]1[O:20][C:19]([CH3:22])([CH3:21])[C:18]([CH3:23])([CH3:24])[O:17]1. The catalyst class is: 3. (8) Reactant: [CH:1]1[CH:6]=[CH:5][C:4]([O:7][C:8]2[C:13]([NH2:14])=[CH:12][CH:11]=[CH:10][CH:9]=2)=[CH:3][CH:2]=1.[CH3:15][O:16][C:17]1[CH:24]=[C:23]([O:25][CH3:26])[CH:22]=[CH:21][C:18]=1[CH:19]=O.C(Cl)(Cl)Cl. Product: [CH3:15][O:16][C:17]1[CH:24]=[C:23]([O:25][CH3:26])[CH:22]=[CH:21][C:18]=1[CH2:19][NH:14][C:13]1[CH:12]=[CH:11][CH:10]=[CH:9][C:8]=1[O:7][C:4]1[CH:5]=[CH:6][CH:1]=[CH:2][CH:3]=1. The catalyst class is: 663. (9) The catalyst class is: 7. Product: [O:13]=[C:3]1[C:4]2[C:9](=[CH:8][CH:7]=[CH:6][CH:5]=2)[C:10](=[O:12])[CH:11]=[C:2]1[NH:1][C:16](=[O:20])[CH:17]([CH3:19])[CH3:18]. Reactant: [NH2:1][C:2]1[C:3](=[O:13])[C:4]2[C:9]([C:10](=[O:12])[CH:11]=1)=[CH:8][CH:7]=[CH:6][CH:5]=2.[H-].[Na+].[C:16](Cl)(=[O:20])[CH:17]([CH3:19])[CH3:18]. (10) Reactant: Br[C:2]1[CH:3]=[C:4]2[C:9](=[CH:10][CH:11]=1)[C:8]([CH2:12][N:13]1[C:19](=[O:20])[C@@H:18]([NH:21][C:22](=[O:34])[C@@H:23]([N:25]([C:27]([O:29][C:30]([CH3:33])([CH3:32])[CH3:31])=[O:28])[CH3:26])[CH3:24])[CH2:17][O:16][C:15]3[C:35]([C:39]([O:41][CH3:42])=[O:40])=[CH:36][CH:37]=[CH:38][C:14]1=3)=[C:7]([O:43][CH3:44])[CH:6]=[CH:5]2. Product: [C:30]([O:29][C:27]([N:25]([CH3:26])[C@@H:23]([CH3:24])[C:22]([NH:21][C@H:18]1[CH2:17][O:16][C:15]2[C:35]([C:39]([O:41][CH3:42])=[O:40])=[CH:36][CH:37]=[CH:38][C:14]=2[N:13]([CH2:12][C:8]2[C:9]3[C:4](=[CH:3][CH:2]=[CH:11][CH:10]=3)[CH:5]=[CH:6][C:7]=2[O:43][CH3:44])[C:19]1=[O:20])=[O:34])=[O:28])([CH3:32])([CH3:33])[CH3:31]. The catalyst class is: 19.